From a dataset of Catalyst prediction with 721,799 reactions and 888 catalyst types from USPTO. Predict which catalyst facilitates the given reaction. (1) Reactant: C([NH:9][C:10](=[S:32])[NH:11][C:12]1[CH:17]=[C:16]([O:18][C:19]2[CH:20]=[C:21]([CH:27]=[CH:28][C:29]=2[Cl:30])[C:22]([O:24][CH2:25][CH3:26])=[O:23])[C:15]([Br:31])=[CH:14][N:13]=1)(=O)C1C=CC=CC=1.C(=O)([O-])[O-].[K+].[K+]. Product: [Br:31][C:15]1[C:16]([O:18][C:19]2[CH:20]=[C:21]([CH:27]=[CH:28][C:29]=2[Cl:30])[C:22]([O:24][CH2:25][CH3:26])=[O:23])=[CH:17][C:12]([NH:11][C:10]([NH2:9])=[S:32])=[N:13][CH:14]=1. The catalyst class is: 8. (2) Reactant: [C:1]([C:3]1[CH:8]=[CH:7][C:6]([CH:9]2[C:18]3[C:17](=[O:19])[NH:16][CH:15]=[CH:14][C:13]=3[NH:12][C:11]([CH3:20])=[C:10]2[C:21]([O:23][CH2:24][CH2:25][C:26]#[N:27])=[O:22])=[C:5]([O:28][CH3:29])[CH:4]=1)#[N:2].C(OCC)(OCC)O[CH2:32][CH3:33]. Product: [C:1]([C:3]1[CH:8]=[CH:7][C:6]([CH:9]2[C:18]3[C:13](=[CH:14][CH:15]=[N:16][C:17]=3[O:19][CH2:32][CH3:33])[NH:12][C:11]([CH3:20])=[C:10]2[C:21]([O:23][CH2:24][CH2:25][C:26]#[N:27])=[O:22])=[C:5]([O:28][CH3:29])[CH:4]=1)#[N:2]. The catalyst class is: 65. (3) Reactant: ClC(OCC(C)C)=O.[O:9]1[CH:13]=[CH:12][CH:11]=[C:10]1[C:14]([NH:16][C:17]1([C:23]([OH:25])=[O:24])[CH2:22][CH2:21][CH2:20][CH2:19][CH2:18]1)=O.C(N(CC)CC)C. Product: [O:9]1[CH:13]=[CH:12][CH:11]=[C:10]1[C:14]1[O:25][C:23](=[O:24])[C:17]2([CH2:18][CH2:19][CH2:20][CH2:21][CH2:22]2)[N:16]=1. The catalyst class is: 7.